From a dataset of Full USPTO retrosynthesis dataset with 1.9M reactions from patents (1976-2016). Predict the reactants needed to synthesize the given product. (1) Given the product [F:1][C:2]1[N:10]=[CH:9][CH:8]=[CH:7][C:3]=1[C:4]([OH:6])=[O:5].[Cl:52][C:46]1[C:47]([Cl:51])=[CH:48][CH:49]=[CH:50][C:45]=1[NH2:44].[Cl:73][C:69]1[C:68]([F:74])=[C:67]([CH:72]=[CH:71][CH:70]=1)[NH2:66], predict the reactants needed to synthesize it. The reactants are: [F:1][C:2]1[N:10]=[CH:9][CH:8]=[CH:7][C:3]=1[C:4]([OH:6])=[O:5].C(Cl)(=O)C(Cl)=O.FC1C(F)=CC=CC=1N.C([O-])(O)=O.[Na+].C(NC1C(C([NH:44][C:45]2[CH:50]=[CH:49][CH:48]=[C:47]([Cl:51])[C:46]=2[Cl:52])=O)=CC=CN=1)(C)(C)C.C(NC1C(C([NH:66][C:67]2[CH:72]=[CH:71][CH:70]=[C:69]([Cl:73])[C:68]=2[F:74])=O)=CC=CN=1)(C)(C)C. (2) Given the product [CH2:24]([O:26][C:27]([C@@H:29]1[CH2:33][CH2:32][CH2:31][N:30]1[C:4](=[O:6])[CH:3]([CH2:1][CH3:2])[CH2:7][CH3:8])=[O:28])[CH3:25], predict the reactants needed to synthesize it. The reactants are: [CH2:1]([CH:3]([CH2:7][CH3:8])[C:4]([OH:6])=O)[CH3:2].C1C=CC2N(O)N=NC=2C=1.C(Cl)CCl.Cl.[CH2:24]([O:26][C:27]([C@@H:29]1[CH2:33][CH2:32][CH2:31][NH:30]1)=[O:28])[CH3:25].CN1CCOCC1.